From a dataset of Full USPTO retrosynthesis dataset with 1.9M reactions from patents (1976-2016). Predict the reactants needed to synthesize the given product. (1) Given the product [F:1][C:2]1[CH:7]=[CH:6][CH:5]=[CH:4][C:3]=1[CH:8]=[CH:9][C:10]([NH:57][CH:55]([C:52]1[CH:53]=[C:54]2[C:49]([CH2:48][CH2:47][CH2:46][NH:45]2)=[CH:50][CH:51]=1)[CH3:56])=[O:12], predict the reactants needed to synthesize it. The reactants are: [F:1][C:2]1[CH:7]=[CH:6][CH:5]=[CH:4][C:3]=1[CH:8]=[CH:9][C:10]([OH:12])=O.C(C#N)(Cl)(Cl)Cl.C1C=CC(P(C2C=CC=CC=2)C2C=CC=CC=2)=CC=1.C(OC([N:45]1[C:54]2[C:49](=[CH:50][CH:51]=[C:52]([CH:55]([NH2:57])[CH3:56])[CH:53]=2)[CH2:48][CH2:47][CH2:46]1)=O)(C)(C)C.C(N(CC)CC)C. (2) Given the product [NH2:1][C:2]1[CH:14]=[C:13]2[C:5]([C:6]3[CH:7]=[C:8]([C:21]4[CH:20]=[C:19]([CH3:28])[CH:24]=[CH:23][CH:22]=4)[CH:9]=[C:10]([C:15]([NH2:17])=[O:16])[C:11]=3[NH:12]2)=[CH:4][CH:3]=1, predict the reactants needed to synthesize it. The reactants are: [NH2:1][C:2]1[CH:14]=[C:13]2[C:5]([C:6]3[CH:7]=[C:8](Br)[CH:9]=[C:10]([C:15]([NH2:17])=[O:16])[C:11]=3[NH:12]2)=[CH:4][CH:3]=1.[C:19]1([CH3:28])[CH:24]=[CH:23][CH:22]=[C:21](B(O)O)[CH:20]=1.C([O-])([O-])=O.[Na+].[Na+].